Dataset: Forward reaction prediction with 1.9M reactions from USPTO patents (1976-2016). Task: Predict the product of the given reaction. (1) Given the reactants C([O:8][C:9]1[N:24]=[C:23]([C:25]2[CH:33]=[CH:32][C:31]3[N:30]4[CH2:34][CH:35]([NH:37][CH3:38])[CH2:36][C:29]4=[CH:28][C:27]=3[CH:26]=2)[C:22]([CH3:39])=[C:21]([O:40]CC2C=CC=CC=2)[C:10]=1[C:11]([O:13]CC1C=CC=CC=1)=[O:12])C1C=CC=CC=1.[ClH:48], predict the reaction product. The product is: [ClH:48].[OH:40][C:21]1[C:22]([CH3:39])=[C:23]([C:25]2[CH:33]=[CH:32][C:31]3[N:30]4[CH2:34][CH:35]([NH:37][CH3:38])[CH2:36][C:29]4=[CH:28][C:27]=3[CH:26]=2)[NH:24][C:9](=[O:8])[C:10]=1[C:11]([OH:13])=[O:12]. (2) Given the reactants [Cl:1][C:2]1[C:10]2[N:9]=[C:8]3[N:11]([C:15]4[CH:20]=[CH:19][C:18]([Cl:21])=[CH:17][C:16]=4[Cl:22])[CH2:12][CH2:13][CH2:14][N:7]3[C:6]=2[C:5]([CH:23]([NH2:26])[CH2:24][CH3:25])=[CH:4][CH:3]=1.C(N(CC)CC)C.[F:34][C:35]([F:42])([F:41])[C:36](OCC)=[O:37], predict the reaction product. The product is: [Cl:1][C:2]1[C:10]2[N:9]=[C:8]3[N:11]([C:15]4[CH:20]=[CH:19][C:18]([Cl:21])=[CH:17][C:16]=4[Cl:22])[CH2:12][CH2:13][CH2:14][N:7]3[C:6]=2[C:5]([CH:23]([NH:26][C:36](=[O:37])[C:35]([F:42])([F:41])[F:34])[CH2:24][CH3:25])=[CH:4][CH:3]=1. (3) Given the reactants [CH3:1][C:2](=[CH:6][C:7]1[CH:12]=[CH:11][CH:10]=[CH:9][CH:8]=1)[C:3](Cl)=[O:4].[CH3:13][CH:14]([CH3:28])[CH:15]([C:21]1[CH:26]=[CH:25][C:24]([NH2:27])=[CH:23][CH:22]=1)[N:16]1[CH:20]=[N:19][CH:18]=[N:17]1, predict the reaction product. The product is: [CH3:1]/[C:2](=[CH:6]\[C:7]1[CH:12]=[CH:11][CH:10]=[CH:9][CH:8]=1)/[C:3]([NH:27][C:24]1[CH:25]=[CH:26][C:21]([CH:15]([N:16]2[CH:20]=[N:19][CH:18]=[N:17]2)[CH:14]([CH3:28])[CH3:13])=[CH:22][CH:23]=1)=[O:4]. (4) Given the reactants CS(O[CH2:6][C:7]1[N:8]=[C:9]2[CH:24]=[CH:23][CH:22]=[C:21]([CH3:25])[N:10]2[C:11](=[O:20])[C:12]=1[C:13]1[CH:18]=[CH:17][CH:16]=[CH:15][C:14]=1[CH3:19])(=O)=O.[N:26]1[C:34]([SH:35])=[C:33]2[C:29]([NH:30][CH:31]=[N:32]2)=[N:28][CH:27]=1.C([O-])([O-])=O.[K+].[K+].O, predict the reaction product. The product is: [CH3:25][C:21]1[N:10]2[C:11](=[O:20])[C:12]([C:13]3[CH:18]=[CH:17][CH:16]=[CH:15][C:14]=3[CH3:19])=[C:7]([CH2:6][S:35][C:34]3[N:26]=[CH:27][N:28]=[C:29]4[C:33]=3[N:32]=[CH:31][NH:30]4)[N:8]=[C:9]2[CH:24]=[CH:23][CH:22]=1. (5) The product is: [CH2:14]([N:13]1[CH:9]2[CH:8]3[NH:1][CH:4]([CH2:11][CH2:10]2)[CH:5]1[CH2:6][CH2:7]3)[C:15]1[CH:20]=[CH:19][CH:18]=[CH:17][CH:16]=1. Given the reactants [N:1]([CH:4]1[CH2:11][CH2:10][CH:9](Br)[CH:8]2[N:13]([CH2:14][C:15]3[CH:20]=[CH:19][CH:18]=[CH:17][CH:16]=3)[CH:5]1[CH2:6][CH2:7]2)=[N+]=[N-].N(C1CCC2N(CC3C=CC=CC=3)C1CCC2Br)=[N+]=[N-], predict the reaction product.